From a dataset of Forward reaction prediction with 1.9M reactions from USPTO patents (1976-2016). Predict the product of the given reaction. (1) The product is: [C:11]([C:2]1[CH:3]=[CH:4][C:5]([F:10])=[C:6]([CH:9]=1)[CH:7]=[O:8])#[N:12]. Given the reactants Br[C:2]1[CH:3]=[CH:4][C:5]([F:10])=[C:6]([CH:9]=1)[CH:7]=[O:8].[CH3:11][N:12](C)C=O, predict the reaction product. (2) Given the reactants [F:1][C:2]1[CH:3]=[N:4][CH:5]=[C:6]([CH:11]=1)[C:7](Cl)=[N:8][OH:9].[C:12]([C:14]1[CH:19]=[CH:18][CH:17]=[C:16]([F:20])[CH:15]=1)#[CH:13].N, predict the reaction product. The product is: [F:20][C:16]1[CH:15]=[C:14]([C:12]2[O:9][N:8]=[C:7]([C:6]3[CH:5]=[N:4][CH:3]=[C:2]([F:1])[CH:11]=3)[CH:13]=2)[CH:19]=[CH:18][CH:17]=1. (3) Given the reactants [Cl:1][C:2]1[CH:3]=[C:4]2[C:8](=[CH:9][CH:10]=1)[N:7]([S:11]([C:14]1[CH:19]=[CH:18][C:17]([O:20][CH3:21])=[CH:16][C:15]=1[O:22][C:23]([F:26])([F:25])[F:24])(=[O:13])=[O:12])[C:6](=[O:27])[C:5]2([N:39]1[CH2:48][C@H:47]([OH:49])[CH2:46][C@H:40]1[C:41]([N:43]([CH3:45])[CH3:44])=[O:42])[C:28]1[CH:33]=[C:32]([CH2:34][CH:35]=O)[CH:31]=[CH:30][C:29]=1[O:37][CH3:38].[NH:50]1[CH2:55][CH2:54][CH2:53][CH2:52][CH2:51]1, predict the reaction product. The product is: [Cl:1][C:2]1[CH:3]=[C:4]2[C:8](=[CH:9][CH:10]=1)[N:7]([S:11]([C:14]1[CH:19]=[CH:18][C:17]([O:20][CH3:21])=[CH:16][C:15]=1[O:22][C:23]([F:25])([F:24])[F:26])(=[O:12])=[O:13])[C:6](=[O:27])[C:5]2([N:39]1[CH2:48][C@H:47]([OH:49])[CH2:46][C@H:40]1[C:41]([N:43]([CH3:44])[CH3:45])=[O:42])[C:28]1[CH:33]=[C:32]([CH2:34][CH2:35][N:50]2[CH2:55][CH2:54][CH2:53][CH2:52][CH2:51]2)[CH:31]=[CH:30][C:29]=1[O:37][CH3:38]. (4) Given the reactants [NH2:1][C:2]1[C:3]([C:10](/[N:12]=[C:13]2/[NH:14][C:15]3([CH2:22][CH2:21][N:20]([C:23]([C:25]4[CH:26]=[C:27]([S:31]([NH:34][CH2:35][CH2:36][C:37]([OH:39])=[O:38])(=[O:33])=[O:32])[CH:28]=[CH:29][CH:30]=4)=[O:24])[CH2:19][CH2:18]3)[CH2:16][NH:17]/2)=[O:11])=[N:4][C:5]([Cl:9])=[C:6]([NH2:8])[N:7]=1.C(N(CC)C(C)C)(C)C.CN(C(ON1N=NC2C=CC=NC1=2)=[N+](C)C)C.F[P-](F)(F)(F)(F)F.O[CH2:74][C:75]([N:77]1[CH2:81][CH2:80][CH2:79][CH:78]1[C:82]([F:85])([F:84])[F:83])=[O:76], predict the reaction product. The product is: [O:76]=[C:75]([N:77]1[CH2:81][CH2:80][CH2:79][CH:78]1[C:82]([F:85])([F:83])[F:84])[CH2:74][O:38][C:37](=[O:39])[CH2:36][CH2:35][NH:34][S:31]([C:27]1[CH:28]=[CH:29][CH:30]=[C:25]([C:23]([N:20]2[CH2:21][CH2:22][C:15]3([NH:14]/[C:13](=[N:12]/[C:10]([C:3]4[C:2]([NH2:1])=[N:7][C:6]([NH2:8])=[C:5]([Cl:9])[N:4]=4)=[O:11])/[NH:17][CH2:16]3)[CH2:18][CH2:19]2)=[O:24])[CH:26]=1)(=[O:32])=[O:33]. (5) Given the reactants C([Li])CCC.[C:6](#[N:8])[CH3:7].CO[C:11](=[O:30])[C:12]1[CH:17]=[C:16]([O:18][CH3:19])[C:15]([O:20][CH2:21][CH2:22][O:23][CH3:24])=[CH:14][C:13]=1[N:25]=[CH:26]N(C)C.C(O)(=O)C, predict the reaction product. The product is: [OH:30][C:11]1[C:12]2[C:13](=[CH:14][C:15]([O:20][CH2:21][CH2:22][O:23][CH3:24])=[C:16]([O:18][CH3:19])[CH:17]=2)[N:25]=[CH:26][C:7]=1[C:6]#[N:8].